From a dataset of Full USPTO retrosynthesis dataset with 1.9M reactions from patents (1976-2016). Predict the reactants needed to synthesize the given product. (1) Given the product [CH3:23][C:22]([O:27]/[N:28]=[C:29](\[C:36]([NH:38][C@@H:39]1[C:42](=[O:43])[N:41]2[C:44]([C:63]([OH:65])=[O:64])=[C:45]([CH2:48][N+:49]3[N:53]([CH3:54])[C:52]([NH2:55])=[C:51]([NH:56][C:57]([NH:59][CH2:60][CH2:61][NH2:62])=[O:58])[CH:50]=3)[CH2:46][S:47][C@H:40]12)=[O:37])/[C:30]1[N:31]=[C:32]([NH2:35])[S:33][N:34]=1)([C:24]([O-:26])=[O:25])[CH3:21].[CH3:1][C@@:2]1([CH2:15][N:16]2[N:20]=[N:19][CH:18]=[CH:17]2)[S:6](=[O:7])(=[O:8])[C@@H:5]2[CH2:9][C:10](=[O:11])[N:4]2[C@H:3]1[C:12]([OH:14])=[O:13], predict the reactants needed to synthesize it. The reactants are: [CH3:1][C@@:2]1([CH2:15][N:16]2[N:20]=[N:19][CH:18]=[CH:17]2)[S:6](=[O:8])(=[O:7])[C@@H:5]2[CH2:9][C:10](=[O:11])[N:4]2[C@H:3]1[C:12]([OH:14])=[O:13].[CH3:21][C:22]([O:27]/[N:28]=[C:29](\[C:36]([NH:38][C@@H:39]1[C:42](=[O:43])[N:41]2[C:44]([C:63]([OH:65])=[O:64])=[C:45]([CH2:48][N+:49]3[N:53]([CH3:54])[C:52]([NH2:55])=[C:51]([NH:56][C:57]([NH:59][CH2:60][CH2:61][NH2:62])=[O:58])[CH:50]=3)[CH2:46][S:47][C@H:40]12)=[O:37])/[C:30]1[N:31]=[C:32]([NH2:35])[S:33][N:34]=1)([C:24]([O-:26])=[O:25])[CH3:23].OS(O)(=O)=O. (2) Given the product [C:64]([O:63][C:61](=[O:62])[NH:32][C@H:22]([C@@H:23]1[CH2:27][C@@H:26]([CH:28]([CH3:29])[CH3:30])[C:25](=[O:31])[O:24]1)[CH2:21][N:17]1[CH2:18][C:19](=[O:20])[N:14]([C:9]2[CH:10]=[CH:11][CH:12]=[CH:13][C:8]=2[Cl:7])[CH2:15][C:16]1([CH3:46])[CH3:45])([CH3:67])([CH3:66])[CH3:65], predict the reactants needed to synthesize it. The reactants are: C(=O)([O-])[O-].[Cs+].[Cs+].[Cl:7][C:8]1[CH:13]=[CH:12][CH:11]=[CH:10][C:9]=1[N:14]1[C:19](=[O:20])[CH2:18][N:17]([CH2:21][C@H:22]([NH:32]S(C2C=CC=CC=2[N+]([O-])=O)(=O)=O)[C@@H:23]2[CH2:27][C@@H:26]([CH:28]([CH3:30])[CH3:29])[C:25](=[O:31])[O:24]2)[C:16]([CH3:46])([CH3:45])[CH2:15]1.C1(S)C=CC=CC=1.C(N(CC)CC)C.[C:61](OC(OC(C)(C)C)=O)([O:63][C:64]([CH3:67])([CH3:66])[CH3:65])=[O:62].N[C@H]([C@@H]1C[C@@H](C(C)C)C(=O)O1)CN1C(C)(C)CN(C2C=CC=CC=2Cl)C(=O)C1. (3) Given the product [O:1]=[C:2]1[CH2:11][O:10][C:9]2[CH:8]=[C:7]3[NH:12][C:13]([C:15]([OH:17])=[O:16])=[CH:14][C:6]3=[CH:5][C:4]=2[NH:3]1, predict the reactants needed to synthesize it. The reactants are: [O:1]=[C:2]1[CH2:11][O:10][C:9]2[CH:8]=[C:7]3[NH:12][C:13]([C:15]([O:17]C)=[O:16])=[CH:14][C:6]3=[CH:5][C:4]=2[NH:3]1. (4) Given the product [Cl:1][C:2]1[CH:7]=[CH:6][C:5]([CH:8]([C:20]2[CH:25]=[CH:24][C:23]([Cl:26])=[CH:22][CH:21]=2)[C:9]2[CH:10]=[C:11]3[C:16](=[CH:17][CH:18]=2)[N:15]=[N:14][CH:13]=[C:12]3[NH:28][CH2:29][CH2:30][C:31]2[CH:32]=[C:33]([CH:38]=[CH:39][CH:40]=2)[C:34]([O:36][CH3:37])=[O:35])=[CH:4][CH:3]=1, predict the reactants needed to synthesize it. The reactants are: [Cl:1][C:2]1[CH:7]=[CH:6][C:5]([CH:8]([C:20]2[CH:25]=[CH:24][C:23]([Cl:26])=[CH:22][CH:21]=2)[C:9]2[CH:10]=[C:11]3[C:16](=[CH:17][CH:18]=2)[N:15]=[N:14][CH:13]=[C:12]3Cl)=[CH:4][CH:3]=1.Cl.[NH2:28][CH2:29][CH2:30][C:31]1[CH:32]=[C:33]([CH:38]=[CH:39][CH:40]=1)[C:34]([O:36][CH3:37])=[O:35].CC1(C)C2C(=C(P(C3C=CC=CC=3)C3C=CC=CC=3)C=CC=2)OC2C(P(C3C=CC=CC=3)C3C=CC=CC=3)=CC=CC1=2. (5) Given the product [NH:17]1[CH:18]=[C:14]([C:11]([C:9]2[CH:8]=[CH:7][CH:6]=[C:5]3[C:10]=2[N:1]=[CH:2][CH:3]=[CH:4]3)=[CH2:12])[N:15]=[CH:16]1, predict the reactants needed to synthesize it. The reactants are: [N:1]1[C:10]2[C:5](=[CH:6][CH:7]=[CH:8][C:9]=2[C:11]([C:14]2[N:15]=[CH:16][N:17](C(C3C=CC=CC=3)(C3C=CC=CC=3)C3C=CC=CC=3)[CH:18]=2)(O)[CH3:12])[CH:4]=[CH:3][CH:2]=1.O.[OH-].[Na+].